Dataset: Catalyst prediction with 721,799 reactions and 888 catalyst types from USPTO. Task: Predict which catalyst facilitates the given reaction. (1) Reactant: [I:1][C:2]1[CH:3]=[C:4]([C:8]2([C:16]#[N:17])[CH2:14][C@H:13]3[NH:15][C@H:10]([CH:11]=[CH:12]3)[CH2:9]2)[CH:5]=[N:6][CH:7]=1.C([O-])([O-])=O.[K+].[K+].Br[CH2:25][CH:26]=[CH2:27].O. Product: [CH2:27]([N:15]1[C@@H:13]2[CH:12]=[CH:11][C@H:10]1[CH2:9][C:8]([C:4]1[CH:5]=[N:6][CH:7]=[C:2]([I:1])[CH:3]=1)([C:16]#[N:17])[CH2:14]2)[CH:26]=[CH2:25]. The catalyst class is: 1. (2) Reactant: [C:1]([O:5][C:6]([N:8]1[CH2:13][CH2:12][CH:11]([C:14]([O:16][CH2:17][C:18]2[CH:23]=[CH:22][CH:21]=[CH:20][CH:19]=2)=[O:15])[CH2:10][CH2:9]1)=[O:7])([CH3:4])([CH3:3])[CH3:2].C[Si]([N-][Si](C)(C)C)(C)C.[K+].[C:34](=[O:36])=[O:35]. Product: [CH2:17]([O:16][C:14]([C:11]1([C:34]([OH:36])=[O:35])[CH2:12][CH2:13][N:8]([C:6]([O:5][C:1]([CH3:4])([CH3:2])[CH3:3])=[O:7])[CH2:9][CH2:10]1)=[O:15])[C:18]1[CH:23]=[CH:22][CH:21]=[CH:20][CH:19]=1. The catalyst class is: 7.